Dataset: Reaction yield outcomes from USPTO patents with 853,638 reactions. Task: Predict the reaction yield, written as a fraction of the theoretical maximum amount of product (1.0 means a 100% yield; for example, 0.34 means a 34% yield). (1) The reactants are [CH3:1][C:2]1[N:3]=[CH:4][S:5][C:6]=1[CH2:7][CH2:8][OH:9].[H-].[Na+].[CH2:12](Br)[C:13]1[CH:18]=[CH:17][CH:16]=[CH:15][CH:14]=1. The catalyst is O1CCCC1.[Br-].C([N+](CCCC)(CCCC)CCCC)CCC. The product is [CH3:1][C:2]1[N:3]=[CH:4][S:5][C:6]=1[CH2:7][CH2:8][O:9][CH2:12][C:13]1[CH:18]=[CH:17][CH:16]=[CH:15][CH:14]=1. The yield is 0.930. (2) The reactants are [C:1]([N:9]1[CH2:13][CH2:12][CH2:11][CH:10]1[C:14]([OH:16])=[O:15])(=[O:8])[C:2]1[CH:7]=[CH:6][CH:5]=[CH:4][CH:3]=1.S(Cl)(Cl)=O.[CH3:21]O. No catalyst specified. The product is [C:1]([N:9]1[CH2:13][CH2:12][CH2:11][CH:10]1[C:14]([O:16][CH3:21])=[O:15])(=[O:8])[C:2]1[CH:7]=[CH:6][CH:5]=[CH:4][CH:3]=1. The yield is 0.824. (3) The reactants are [CH2:1]([C:3]1[C:4]([O:15]C)=[N:5][C:6]([CH3:14])=[C:7]([C:9]2[S:10][CH:11]=[CH:12][CH:13]=2)[CH:8]=1)[CH3:2].[I-].[K+].C(#N)C.Cl[Si](C)(C)C. The catalyst is O. The product is [CH2:1]([C:3]1[C:4](=[O:15])[NH:5][C:6]([CH3:14])=[C:7]([C:9]2[S:10][CH:11]=[CH:12][CH:13]=2)[CH:8]=1)[CH3:2]. The yield is 0.900. (4) The reactants are [NH2:1][C:2]1[CH:3]=[C:4]2[C:20](=[O:21])[NH:19][N:18]=[CH:17][C:6]3=[C:7]([C:11]4[CH:16]=[CH:15][CH:14]=[CH:13][CH:12]=4)[NH:8][C:9]([CH:10]=1)=[C:5]23.[CH:22]1([CH2:27][C:28](O)=[O:29])[CH2:26][CH2:25][CH2:24][CH2:23]1.C(N(CC)CC)C.F[P-](F)(F)(F)(F)F.N1(OC(N(C)C)=[N+](C)C)C2N=CC=CC=2N=N1. The catalyst is CN(C)C=O.C(OCC)C.CCCCCC.C(OCC)(=O)C. The product is [CH:22]1([CH2:27][C:28]([NH:1][C:2]2[CH:3]=[C:4]3[C:20](=[O:21])[NH:19][N:18]=[CH:17][C:6]4=[C:7]([C:11]5[CH:12]=[CH:13][CH:14]=[CH:15][CH:16]=5)[NH:8][C:9]([CH:10]=2)=[C:5]34)=[O:29])[CH2:26][CH2:25][CH2:24][CH2:23]1. The yield is 0.140. (5) The reactants are [S:1](Cl)([C:4]1[CH:10]=[CH:9][C:7]([CH3:8])=[CH:6][CH:5]=1)(=[O:3])=[O:2].[C:12]([O:16][C:17](=[O:22])[NH:18][CH2:19][CH2:20][OH:21])([CH3:15])([CH3:14])[CH3:13].CCN(CC)CC. The catalyst is C(Cl)Cl. The product is [C:12]([O:16][C:17]([NH:18][CH2:19][CH2:20][O:21][S:1]([C:4]1[CH:10]=[CH:9][C:7]([CH3:8])=[CH:6][CH:5]=1)(=[O:3])=[O:2])=[O:22])([CH3:15])([CH3:13])[CH3:14]. The yield is 0.790.